This data is from NCI-60 drug combinations with 297,098 pairs across 59 cell lines. The task is: Regression. Given two drug SMILES strings and cell line genomic features, predict the synergy score measuring deviation from expected non-interaction effect. (1) Drug 1: C1=CC(=CC=C1CCCC(=O)O)N(CCCl)CCCl. Drug 2: CC1C(C(CC(O1)OC2CC(CC3=C2C(=C4C(=C3O)C(=O)C5=CC=CC=C5C4=O)O)(C(=O)C)O)N)O. Cell line: SF-539. Synergy scores: CSS=37.8, Synergy_ZIP=-4.45, Synergy_Bliss=-5.50, Synergy_Loewe=-15.3, Synergy_HSA=-3.65. (2) Drug 1: C1=CC=C(C(=C1)C(C2=CC=C(C=C2)Cl)C(Cl)Cl)Cl. Drug 2: CC(C)NC(=O)C1=CC=C(C=C1)CNNC.Cl. Cell line: HOP-92. Synergy scores: CSS=4.47, Synergy_ZIP=-2.34, Synergy_Bliss=-0.982, Synergy_Loewe=2.46, Synergy_HSA=0.427. (3) Drug 1: C1CC(=O)NC(=O)C1N2CC3=C(C2=O)C=CC=C3N. Drug 2: CCCCC(=O)OCC(=O)C1(CC(C2=C(C1)C(=C3C(=C2O)C(=O)C4=C(C3=O)C=CC=C4OC)O)OC5CC(C(C(O5)C)O)NC(=O)C(F)(F)F)O. Cell line: OVCAR3. Synergy scores: CSS=-3.46, Synergy_ZIP=-0.914, Synergy_Bliss=-7.17, Synergy_Loewe=-6.30, Synergy_HSA=-6.80.